Task: Predict which catalyst facilitates the given reaction.. Dataset: Catalyst prediction with 721,799 reactions and 888 catalyst types from USPTO (1) The catalyst class is: 31. Reactant: F[P-](F)(F)(F)(F)F.N1(OC(N(C)C)=[N+](C)C)C2N=CC=CC=2N=N1.[Br:25][C:26]1[CH:31]=[CH:30][C:29]([CH2:32][NH:33][CH3:34])=[CH:28][C:27]=1[Cl:35].[C:36]([O:40][C:41]([NH:43][CH2:44][CH2:45][CH2:46][C:47]([OH:49])=O)=[O:42])([CH3:39])([CH3:38])[CH3:37].CCN(C(C)C)C(C)C. Product: [Br:25][C:26]1[CH:31]=[CH:30][C:29]([CH2:32][N:33]([CH3:34])[C:47](=[O:49])[CH2:46][CH2:45][CH2:44][NH:43][C:41](=[O:42])[O:40][C:36]([CH3:37])([CH3:38])[CH3:39])=[CH:28][C:27]=1[Cl:35]. (2) Reactant: [F:1][C:2]([F:14])([F:13])[O:3][C:4]1[CH:11]=[C:8]([CH:9]=O)[C:7]([OH:12])=[CH:6][CH:5]=1.C(=O)(OC(C)(C)C)[NH2:16].C([SiH](CC)CC)C.FC(F)(F)C(O)=O. Product: [NH2:16][CH2:9][C:8]1[CH:11]=[C:4]([O:3][C:2]([F:14])([F:13])[F:1])[CH:5]=[CH:6][C:7]=1[OH:12]. The catalyst class is: 10. (3) Reactant: [CH2:1]([N:8]([CH2:25][CH3:26])[C:9]1[CH:14]=[CH:13][C:12]([C:15]([OH:24])([C:20]([F:23])([F:22])[F:21])[C:16]([F:19])([F:18])[F:17])=[CH:11][CH:10]=1)[C:2]1[CH:7]=[CH:6][CH:5]=[CH:4][CH:3]=1.C1C(=O)N([Cl:34])C(=O)C1. Product: [CH2:1]([N:8]([CH2:25][CH3:26])[C:9]1[CH:14]=[CH:13][C:12]([C:15]([OH:24])([C:16]([F:17])([F:18])[F:19])[C:20]([F:21])([F:22])[F:23])=[CH:11][C:10]=1[Cl:34])[C:2]1[CH:3]=[CH:4][CH:5]=[CH:6][CH:7]=1. The catalyst class is: 41. (4) Reactant: [F:1][C:2]1[C:3]([OH:24])=[C:4]([C:8]2[N:13]([CH2:14][CH2:15][C:16]3[CH:21]=[CH:20][CH:19]=[CH:18][CH:17]=3)[C:12](=[O:22])[CH:11]=[C:10]([CH3:23])[N:9]=2)[CH:5]=[CH:6][CH:7]=1.C(=O)([O-])[O-].[K+].[K+].[CH2:31](Br)[C:32]1[CH:37]=[CH:36][CH:35]=[CH:34][CH:33]=1. Product: [F:1][C:2]1[C:3]([O:24][CH2:31][C:32]2[CH:37]=[CH:36][CH:35]=[CH:34][CH:33]=2)=[C:4]([C:8]2[N:13]([CH2:14][CH2:15][C:16]3[CH:17]=[CH:18][CH:19]=[CH:20][CH:21]=3)[C:12](=[O:22])[CH:11]=[C:10]([CH3:23])[N:9]=2)[CH:5]=[CH:6][CH:7]=1. The catalyst class is: 3.